Predict the reaction yield, written as a fraction of the theoretical maximum amount of product (1.0 means a 100% yield; for example, 0.34 means a 34% yield). From a dataset of Reaction yield outcomes from USPTO patents with 853,638 reactions. (1) The reactants are [Cl:1][C:2]1[CH:3]=[C:4]([NH:10][C:11]2[CH:20]=[CH:19][C:14]([C:15](OC)=[O:16])=[CH:13][N:12]=2)[C:5](=[O:9])[N:6]([CH3:8])[N:7]=1.CC(C[AlH]CC(C)C)C. The product is [Cl:1][C:2]1[CH:3]=[C:4]([NH:10][C:11]2[CH:20]=[CH:19][C:14]([CH2:15][OH:16])=[CH:13][N:12]=2)[C:5](=[O:9])[N:6]([CH3:8])[N:7]=1. The yield is 0.860. The catalyst is C(Cl)Cl. (2) The reactants are [Cl:1][C:2]1[S:6][C:5]([C:7]2[O:8][C:9]3[C:10](=[C:12]([C:16]([OH:18])=O)[CH:13]=[CH:14][CH:15]=3)[N:11]=2)=[CH:4][CH:3]=1.Cl.C(N=C=NCCCN(C)C)C.ON1C2C=CC=CC=2N=N1.Cl.Cl.[NH2:43][C@H:44]1[CH:49]2[CH2:50][CH2:51][N:46]([CH2:47][CH2:48]2)[CH2:45]1.C(N(CC)CC)C. The catalyst is CN(C=O)C.ClCCl. The product is [N:46]12[CH2:51][CH2:50][CH:49]([CH2:48][CH2:47]1)[C@H:44]([NH:43][C:16]([C:12]1[CH:13]=[CH:14][CH:15]=[C:9]3[O:8][C:7]([C:5]4[S:6][C:2]([Cl:1])=[CH:3][CH:4]=4)=[N:11][C:10]=13)=[O:18])[CH2:45]2. The yield is 0.170. (3) The reactants are [Br:1][C:2]1[CH:7]=[CH:6][C:5]([O:8][CH3:9])=[C:4]([NH2:10])[CH:3]=1.[N:11]([O-])=O.[Na+].O.O.Cl[Sn]Cl. No catalyst specified. The product is [Br:1][C:2]1[CH:7]=[CH:6][C:5]([O:8][CH3:9])=[C:4]([NH:10][NH2:11])[CH:3]=1. The yield is 0.890. (4) The reactants are [NH:1]1[C:5]2[CH:6]=[CH:7][C:8]([C:10]([OH:12])=O)=[CH:9][C:4]=2[N:3]=[CH:2]1.[F:13][C:14]1[C:19]2[C@@H:20]3[C@H:25]([CH2:26][CH2:27][C:18]=2[CH:17]=[CH:16][CH:15]=1)[NH:24][CH2:23][CH2:22][CH2:21]3. No catalyst specified. The product is [NH:1]1[C:5]2[CH:6]=[CH:7][C:8]([C:10]([N:24]3[C@@H:25]4[C@@H:20]([C:19]5[C:14]([F:13])=[CH:15][CH:16]=[CH:17][C:18]=5[CH2:27][CH2:26]4)[CH2:21][CH2:22][CH2:23]3)=[O:12])=[CH:9][C:4]=2[N:3]=[CH:2]1. The yield is 0.750. (5) The reactants are [C:1]([O:5][C:6](=[O:17])[NH:7][CH2:8][C:9]1[CH:14]=[CH:13][C:12]([CH:15]=O)=[CH:11][CH:10]=1)([CH3:4])([CH3:3])[CH3:2].[N:18]1[C:27]2[CH2:26][CH:25]([NH2:28])[CH2:24][CH2:23][C:22]=2[CH:21]=[CH:20][CH:19]=1.[BH4-].[Na+]. The catalyst is CO. The product is [C:1]([O:5][C:6](=[O:17])[NH:7][CH2:8][C:9]1[CH:14]=[CH:13][C:12]([CH2:15][NH:28][CH:25]2[CH2:26][C:27]3[N:18]=[CH:19][CH:20]=[CH:21][C:22]=3[CH2:23][CH2:24]2)=[CH:11][CH:10]=1)([CH3:4])([CH3:3])[CH3:2]. The yield is 1.00. (6) The reactants are [N:1]([CH2:4][CH:5]1[CH2:9][C:8]2[CH:10]=[CH:11][CH:12]=[C:13]([C:14]3[CH:19]=[CH:18][CH:17]=[C:16]([C:20]([F:23])([F:22])[F:21])[CH:15]=3)[C:7]=2[O:6]1)=[N+]=[N-]. The catalyst is [Pd]. The product is [F:22][C:20]([F:21])([F:23])[C:16]1[CH:15]=[C:14]([C:13]2[C:7]3[O:6][CH:5]([CH2:4][NH2:1])[CH2:9][C:8]=3[CH:10]=[CH:11][CH:12]=2)[CH:19]=[CH:18][CH:17]=1. The yield is 0.690. (7) The reactants are C(Cl)(=O)C(Cl)=O.CS(C)=O.[CH3:11][C:12]1[CH:25]=[CH:24][C:15]([CH2:16][N:17]2[CH2:22][CH2:21][CH:20]([OH:23])[CH2:19][CH2:18]2)=[CH:14][CH:13]=1.C(N(CC)CC)C.[Cl-].[NH4+]. The catalyst is C(Cl)Cl. The product is [CH3:11][C:12]1[CH:13]=[CH:14][C:15]([CH2:16][N:17]2[CH2:18][CH2:19][C:20](=[O:23])[CH2:21][CH2:22]2)=[CH:24][CH:25]=1. The yield is 0.810.